From a dataset of Reaction yield outcomes from USPTO patents with 853,638 reactions. Predict the reaction yield, written as a fraction of the theoretical maximum amount of product (1.0 means a 100% yield; for example, 0.34 means a 34% yield). (1) The reactants are [C:1]([NH:4][C:5]1[CH:12]=[CH:11][C:8]([CH:9]=[O:10])=[CH:7][CH:6]=1)(=[O:3])[CH3:2].[Cl:13][O-].[Na+].O. The catalyst is C(O)(=O)C. The product is [C:1]([NH:4][C:5]1[CH:12]=[CH:11][C:8]([CH:9]=[O:10])=[CH:7][C:6]=1[Cl:13])(=[O:3])[CH3:2]. The yield is 0.320. (2) The reactants are O[CH2:2][C:3]([C@H:5]([C@@H:7]([C@@H:9](CO)[OH:10])O)O)=[O:4].[CH2:13]([OH:18])[CH2:14][CH:15]([CH3:17])[CH3:16]. The catalyst is OS(O)(=O)=O. The product is [C:9]([O:18][CH2:13][CH2:14][CH:15]([CH3:17])[CH3:16])(=[O:10])[CH2:7][CH2:5][C:3]([CH3:2])=[O:4]. The yield is 0.180. (3) The reactants are [CH3:1][N:2]([CH3:17])[C:3]1[CH:8]=[CH:7][C:6]([CH:9]([OH:14])[CH2:10][CH2:11][CH:12]=[CH2:13])=[C:5](C=C)[CH:4]=1.C(C1C(=O)C(Cl)=C(Cl)C(=O)C=1C#N)#N. The catalyst is C(Cl)Cl. The product is [CH3:17][N:2]([CH3:1])[C:3]1[CH:4]=[CH:5][C:6]2[C:9](=[O:14])[CH2:10][CH2:11][CH:12]=[CH:13][C:7]=2[CH:8]=1. The yield is 0.640. (4) The reactants are [CH2:1]([N:3]1[CH2:8][C:7]([CH3:10])([CH3:9])[O:6][C:5](=[O:11])[CH:4]1[CH2:12][C:13]([OH:15])=O)[CH3:2].C([N:19]([CH:22]([CH3:24])[CH3:23])CC)(C)C.CN(C(ON1N=NC2C=CC=NC1=2)=[N+](C)C)C.F[P-](F)(F)(F)(F)F.C1(N)CC1. The catalyst is CN(C=O)C. The product is [CH:22]1([NH:19][C:13](=[O:15])[CH2:12][CH:4]2[C:5](=[O:11])[O:6][C:7]([CH3:9])([CH3:10])[CH2:8][N:3]2[CH2:1][CH3:2])[CH2:24][CH2:23]1. The yield is 0.240.